This data is from Reaction yield outcomes from USPTO patents with 853,638 reactions. The task is: Predict the reaction yield, written as a fraction of the theoretical maximum amount of product (1.0 means a 100% yield; for example, 0.34 means a 34% yield). (1) The reactants are Cl.[O:2]1[CH:6]=[CH:5][N:4]=[C:3]1[C:7](=[O:17])[CH2:8][CH2:9][CH2:10][CH:11]1[CH2:16][CH2:15][NH:14][CH2:13][CH2:12]1.C([O-])(O)=O.[Na+].[F:23][C:24]1[CH:29]=[CH:28][C:27]([S:30](Cl)(=[O:32])=[O:31])=[CH:26][CH:25]=1. The catalyst is CCOC(C)=O. The product is [F:23][C:24]1[CH:29]=[CH:28][C:27]([S:30]([N:14]2[CH2:15][CH2:16][CH:11]([CH2:10][CH2:9][CH2:8][C:7]([C:3]3[O:2][CH:6]=[CH:5][N:4]=3)=[O:17])[CH2:12][CH2:13]2)(=[O:32])=[O:31])=[CH:26][CH:25]=1. The yield is 0.410. (2) The catalyst is C(Cl)(Cl)Cl.O=[Mn]=O. The yield is 0.634. The product is [CH3:1][C:2]1[O:3][C:4]([CH3:10])=[C:5]([C:7](=[O:9])[CH3:8])[N:6]=1. The reactants are [CH3:1][C:2]1[O:3][C:4]([CH3:10])=[C:5]([CH:7]([OH:9])[CH3:8])[N:6]=1. (3) The reactants are [N+:1]([C:4]1[CH:9]=[CH:8][CH:7]=[CH:6][C:5]=1[NH:10][S:11]([CH3:14])(=[O:13])=[O:12])([O-:3])=[O:2].[H-].[Na+].I[CH3:18]. The catalyst is CN(C=O)C. The product is [CH3:18][N:10]([C:5]1[CH:6]=[CH:7][CH:8]=[CH:9][C:4]=1[N+:1]([O-:3])=[O:2])[S:11]([CH3:14])(=[O:13])=[O:12]. The yield is 0.380. (4) The reactants are [Cl:1][C:2]1[CH:3]=[C:4]([CH:26]=[CH:27][C:28]=1[F:29])[NH:5][C:6]1[C:15]2[C:10](=[CH:11][C:12]([O:24][CH3:25])=[CH:13][C:14]=2[O:16][CH2:17][C@H:18]2[NH:22][CH2:21][C@H:20]([OH:23])[CH2:19]2)[N:9]=[CH:8][N:7]=1.[CH3:30][O:31][CH2:32][C:33](O)=[O:34]. No catalyst specified. The product is [Cl:1][C:2]1[CH:3]=[C:4]([CH:26]=[CH:27][C:28]=1[F:29])[NH:5][C:6]1[C:15]2[C:10](=[CH:11][C:12]([O:24][CH3:25])=[CH:13][C:14]=2[O:16][CH2:17][C@H:18]2[N:22]([C:33](=[O:34])[CH2:32][O:31][CH3:30])[CH2:21][C@H:20]([OH:23])[CH2:19]2)[N:9]=[CH:8][N:7]=1. The yield is 0.910.